This data is from Peptide-MHC class I binding affinity with 185,985 pairs from IEDB/IMGT. The task is: Regression. Given a peptide amino acid sequence and an MHC pseudo amino acid sequence, predict their binding affinity value. This is MHC class I binding data. The peptide sequence is LYVAGVPEL. The MHC is HLA-B57:01 with pseudo-sequence HLA-B57:01. The binding affinity (normalized) is 0.0847.